Predict the product of the given reaction. From a dataset of Forward reaction prediction with 1.9M reactions from USPTO patents (1976-2016). (1) Given the reactants C([Mg]Br)C.I[C:6]1[N:7]=[C:8]([CH3:30])[N:9]([C:11]([C:24]2[CH:29]=[CH:28][CH:27]=[CH:26][CH:25]=2)([C:18]2[CH:23]=[CH:22][CH:21]=[CH:20][CH:19]=2)[C:12]2[CH:17]=[CH:16][CH:15]=[CH:14][CH:13]=2)[CH:10]=1.CON(C)[C:34]([C:36]1([C:39]([F:42])([F:41])[F:40])[CH2:38][CH2:37]1)=[O:35].[Cl-].[NH4+], predict the reaction product. The product is: [CH3:30][C:8]1[N:9]([C:11]([C:24]2[CH:25]=[CH:26][CH:27]=[CH:28][CH:29]=2)([C:18]2[CH:19]=[CH:20][CH:21]=[CH:22][CH:23]=2)[C:12]2[CH:17]=[CH:16][CH:15]=[CH:14][CH:13]=2)[CH:10]=[C:6]([C:34]([C:36]2([C:39]([F:42])([F:41])[F:40])[CH2:38][CH2:37]2)=[O:35])[N:7]=1. (2) Given the reactants [CH2:1]([N:4]1[C:12]2[C:7](=[CH:8][CH:9]=[CH:10][CH:11]=2)[C:6](=[O:13])[C:5]1=[O:14])[CH2:2][CH3:3].N1C2C(=CC=CC=2)C(=O)[C:16]1=O.BrCCCC, predict the reaction product. The product is: [CH2:1]([N:4]1[C:12]2[C:7](=[CH:8][CH:9]=[CH:10][CH:11]=2)[C:6](=[O:13])[C:5]1=[O:14])[CH2:2][CH2:3][CH3:16].